From a dataset of Forward reaction prediction with 1.9M reactions from USPTO patents (1976-2016). Predict the product of the given reaction. Given the reactants [F:1][C:2]1[CH:7]=[CH:6][C:5]([C:8]2[CH:13]=[CH:12][C:11]([C@@H:14]([N:16]3[CH2:21][CH2:20][C@:19]([CH2:28][CH2:29][C:30]([NH2:32])=O)([C:22]4[CH:27]=[CH:26][CH:25]=[CH:24][CH:23]=4)[O:18][C:17]3=[O:33])[CH3:15])=[CH:10][CH:9]=2)=[CH:4][CH:3]=1.CCN(C(C)C)C(C)C.C(OC(C(F)(F)F)=O)(C(F)(F)F)=O, predict the reaction product. The product is: [F:1][C:2]1[CH:7]=[CH:6][C:5]([C:8]2[CH:9]=[CH:10][C:11]([C@@H:14]([N:16]3[CH2:21][CH2:20][C@:19]([CH2:28][CH2:29][C:30]#[N:32])([C:22]4[CH:23]=[CH:24][CH:25]=[CH:26][CH:27]=4)[O:18][C:17]3=[O:33])[CH3:15])=[CH:12][CH:13]=2)=[CH:4][CH:3]=1.